Predict the reaction yield, written as a fraction of the theoretical maximum amount of product (1.0 means a 100% yield; for example, 0.34 means a 34% yield). From a dataset of Reaction yield outcomes from USPTO patents with 853,638 reactions. (1) The reactants are Br[C:2]1[CH:3]=[C:4]([S:8]([NH:11][C:12]2[CH:21]=[CH:20][C:15]([C:16]([O:18][CH3:19])=[O:17])=[C:14]([OH:22])[CH:13]=2)(=[O:10])=[O:9])[S:5][C:6]=1[Cl:7].[F:23][C:24]1[CH:25]=[CH:26][C:27]([OH:33])=[C:28](B(O)O)[CH:29]=1. No catalyst specified. The product is [Cl:7][C:6]1[S:5][C:4]([S:8]([NH:11][C:12]2[CH:21]=[CH:20][C:15]([C:16]([O:18][CH3:19])=[O:17])=[C:14]([OH:22])[CH:13]=2)(=[O:10])=[O:9])=[CH:3][C:2]=1[C:26]1[CH:25]=[C:24]([F:23])[CH:29]=[CH:28][C:27]=1[OH:33]. The yield is 0.440. (2) The reactants are Br[C:2]1[CH:7]=[CH:6][C:5]2[C:8]3[CH2:14][CH2:13][N:12]([C:15]([O:17][C:18]([CH3:21])([CH3:20])[CH3:19])=[O:16])[CH2:11][CH2:10][C:9]=3[S:22][C:4]=2[CH:3]=1.[F:23][C:24]1[CH:25]=[CH:26][C:27]([CH2:30][O:31][C:32]2[CH:37]=[CH:36][NH:35][C:34](=[O:38])[CH:33]=2)=[N:28][CH:29]=1. No catalyst specified. The product is [F:23][C:24]1[CH:25]=[CH:26][C:27]([CH2:30][O:31][C:32]2[CH:37]=[CH:36][N:35]([C:2]3[CH:7]=[CH:6][C:5]4[C:8]5[CH2:14][CH2:13][N:12]([C:15]([O:17][C:18]([CH3:21])([CH3:20])[CH3:19])=[O:16])[CH2:11][CH2:10][C:9]=5[S:22][C:4]=4[CH:3]=3)[C:34](=[O:38])[CH:33]=2)=[N:28][CH:29]=1. The yield is 0.700. (3) The reactants are Cl.[F:2][C:3]1[CH:8]=[CH:7][C:6]([NH:9]N)=[CH:5][CH:4]=1.[CH3:11][CH:12](C)C(=O)C.N1C2C(=CC=CC=2)C=C1. The catalyst is C(O)(=O)C. The product is [F:2][C:3]1[CH:8]=[C:7]2[C:6](=[CH:5][CH:4]=1)[NH:9][CH:12]=[CH:11]2. The yield is 0.760. (4) The yield is 0.760. The product is [Br:1][C:2]1[CH:7]=[C:6]([C:8]([CH3:9])([CH3:10])[CH3:11])[CH:5]=[C:4]2[C:3]=1[CH2:12][CH:13]([CH3:17])[C:14]2=[O:16]. No catalyst specified. The reactants are [Br:1][C:2]1[CH:7]=[C:6]([C:8]([CH3:11])([CH3:10])[CH3:9])[CH:5]=[CH:4][C:3]=1[CH2:12][CH:13]([CH3:17])[C:14]([OH:16])=O.O=S(Cl)Cl. (5) The reactants are Cl.Cl.[C:3]1([CH2:9][N:10]2[CH2:15][CH2:14][CH:13]([NH:16][CH2:17][CH3:18])[CH2:12][CH2:11]2)[CH:8]=[CH:7][CH:6]=[CH:5][CH:4]=1.C(N(CC)C(C)C)(C)C.[CH3:28][S:29]([C:32]1[CH:37]=[CH:36][C:35]([CH2:38][C:39]([OH:41])=O)=[CH:34][CH:33]=1)(=[O:31])=[O:30].C1(N=C=NC2CCCCC2)CCCCC1. The catalyst is C(Cl)Cl.CN(C)C1C=CN=CC=1. The product is [C:3]1([CH2:9][N:10]2[CH2:15][CH2:14][CH:13]([N:16]([CH2:17][CH3:18])[C:39](=[O:41])[CH2:38][C:35]3[CH:34]=[CH:33][C:32]([S:29]([CH3:28])(=[O:30])=[O:31])=[CH:37][CH:36]=3)[CH2:12][CH2:11]2)[CH:4]=[CH:5][CH:6]=[CH:7][CH:8]=1. The yield is 0.760. (6) The reactants are [CH3:1][N:2]([CH3:31])[C:3]1[CH:4]=[C:5]2[C:10](=[CH:11][CH:12]=1)[CH:9]=[C:8]1[CH2:13][CH2:14][C:15](=[O:16])[C:7]1=[C:6]2[C:17]1[CH:30]=[CH:29][C:20]([CH2:21][N:22]2[C:26](=[O:27])[CH:25]=[CH:24][C:23]2=[O:28])=[CH:19][CH:18]=1.[CH2:32]([O:34][C:35](=[O:47])[C@H:36]([CH2:45][SH:46])[NH:37][C:38]([O:40][C:41]([CH3:44])([CH3:43])[CH3:42])=[O:39])[CH3:33]. The catalyst is C(Cl)Cl.CO. The product is [C:41]([O:40][C:38]([NH:37][CH:36]([CH2:45][S:46][CH:25]1[CH2:24][C:23](=[O:28])[N:22]([CH2:21][C:20]2[CH:29]=[CH:30][C:17]([C:6]3[C:5]4[C:10](=[CH:11][CH:12]=[C:3]([N:2]([CH3:31])[CH3:1])[CH:4]=4)[CH:9]=[C:8]4[CH2:13][CH2:14][C:15](=[O:16])[C:7]=34)=[CH:18][CH:19]=2)[C:26]1=[O:27])[C:35]([O:34][CH2:32][CH3:33])=[O:47])=[O:39])([CH3:43])([CH3:44])[CH3:42]. The yield is 0.600. (7) The reactants are [Cl:1][C:2]1[C:11]2[C:6](=[CH:7][CH:8]=[C:9](I)[CH:10]=2)[N:5]=[CH:4][CH:3]=1.C(=O)([O-])[O-].[Na+].[Na+].[O:19]1[CH2:24][CH2:23][CH:22]([SH:25])[CH2:21][CH2:20]1. The catalyst is C1C=CC([P]([Pd]([P](C2C=CC=CC=2)(C2C=CC=CC=2)C2C=CC=CC=2)([P](C2C=CC=CC=2)(C2C=CC=CC=2)C2C=CC=CC=2)[P](C2C=CC=CC=2)(C2C=CC=CC=2)C2C=CC=CC=2)(C2C=CC=CC=2)C2C=CC=CC=2)=CC=1.O1CCOCC1. The product is [Cl:1][C:2]1[C:11]2[C:6](=[CH:7][CH:8]=[C:9]([S:25][CH:22]3[CH2:23][CH2:24][O:19][CH2:20][CH2:21]3)[CH:10]=2)[N:5]=[CH:4][CH:3]=1. The yield is 0.750. (8) The reactants are [ClH:1].C[O:3][C:4]1[CH:13]=[CH:12][C:11]2[NH:10][C:9](=[O:14])[C:8]3[S:15][CH:16]=[CH:17][C:7]=3[C:6]=2[C:5]=1[C:18]1[CH:23]=[CH:22][C:21]([C@@H:24]([CH3:28])[CH2:25][NH:26][CH3:27])=[CH:20][CH:19]=1.[CH2:29]=O. No catalyst specified. The product is [ClH:1].[CH3:29][N:26]([CH3:27])[CH2:25][C@@H:24]([C:21]1[CH:22]=[CH:23][C:18]([C:5]2[C:6]3[C:7]4[CH:17]=[CH:16][S:15][C:8]=4[C:9](=[O:14])[NH:10][C:11]=3[CH:12]=[CH:13][C:4]=2[OH:3])=[CH:19][CH:20]=1)[CH3:28]. The yield is 0.670. (9) The reactants are [CH2:1]([O:3][C:4]([C:6]1[NH:7][C:8]2[C:13]([CH:14]=1)=[CH:12][C:11](Br)=[CH:10][CH:9]=2)=[O:5])[CH3:2].[C:16]([O:20][C:21]([CH3:24])([CH3:23])[CH3:22])(=[O:19])[CH:17]=[CH2:18].C(N(CC)CC)C.O. The catalyst is C(O)(=O)C.Cl[Pd](Cl)([P](C1C=CC=CC=1)(C1C=CC=CC=1)C1C=CC=CC=1)[P](C1C=CC=CC=1)(C1C=CC=CC=1)C1C=CC=CC=1.ClCCl. The product is [CH2:1]([O:3][C:4]([C:6]1[NH:7][C:8]2[C:13]([CH:14]=1)=[CH:12][C:11]([CH:18]=[CH:17][C:16]([O:20][C:21]([CH3:24])([CH3:23])[CH3:22])=[O:19])=[CH:10][CH:9]=2)=[O:5])[CH3:2]. The yield is 0.280. (10) The reactants are [C:1]([C:4]1[CH:26]=[CH:25][C:7]([O:8][CH2:9][C:10]2[CH:11]=[C:12]([CH:22]=[CH:23][CH:24]=2)[O:13][C:14]2[CH:21]=[CH:20][C:17]([C:18]#[N:19])=[CH:16][N:15]=2)=[C:6]([CH2:27][CH2:28][CH3:29])[C:5]=1[OH:30])(=[O:3])[CH3:2].C(O)(C)C.[N-:35]=[N+:36]=[N-:37].[Na+].Cl. The catalyst is [Br-].[Zn+2].[Br-].O. The product is [OH:30][C:5]1[C:6]([CH2:27][CH2:28][CH3:29])=[C:7]([O:8][CH2:9][C:10]2[CH:24]=[CH:23][CH:22]=[C:12]([O:13][C:14]3[CH:21]=[CH:20][C:17]([C:18]4[NH:37][N:36]=[N:35][N:19]=4)=[CH:16][N:15]=3)[CH:11]=2)[CH:25]=[CH:26][C:4]=1[C:1](=[O:3])[CH3:2]. The yield is 0.680.